From a dataset of Forward reaction prediction with 1.9M reactions from USPTO patents (1976-2016). Predict the product of the given reaction. (1) Given the reactants [C:1]1([S:7]([C:10]([CH3:22])([CH3:21])[CH2:11][CH2:12][CH2:13][N:14]2[CH2:19][CH2:18][CH2:17][CH:16]([OH:20])[CH2:15]2)(=[O:9])=[O:8])[CH:6]=[CH:5][CH:4]=[CH:3][CH:2]=1.[CH:23](I)([CH3:25])[CH3:24], predict the reaction product. The product is: [C:1]1([S:7]([C:10]([CH3:22])([CH3:21])[CH2:11][CH2:12][CH2:13][N:14]2[CH2:19][CH2:18][CH2:17][CH:16]([O:20][CH:23]([CH3:25])[CH3:24])[CH2:15]2)(=[O:8])=[O:9])[CH:2]=[CH:3][CH:4]=[CH:5][CH:6]=1. (2) Given the reactants O=P(Cl)(Cl)[Cl:3].[CH2:6]([C:8]1[C:13]([I:14])=[C:12](O)[CH:11]=[CH:10][N:9]=1)[CH3:7].CCN(CC)CC, predict the reaction product. The product is: [Cl:3][C:12]1[CH:11]=[CH:10][N:9]=[C:8]([CH2:6][CH3:7])[C:13]=1[I:14]. (3) Given the reactants S(Cl)(Cl)=O.[Br:5][C:6]1[CH:14]=[CH:13][C:9]([C:10]([OH:12])=[O:11])=[C:8]([Cl:15])[CH:7]=1.[CH3:16]O, predict the reaction product. The product is: [Br:5][C:6]1[CH:14]=[CH:13][C:9]([C:10]([O:12][CH3:16])=[O:11])=[C:8]([Cl:15])[CH:7]=1.